Dataset: Peptide-MHC class I binding affinity with 185,985 pairs from IEDB/IMGT. Task: Regression. Given a peptide amino acid sequence and an MHC pseudo amino acid sequence, predict their binding affinity value. This is MHC class I binding data. (1) The peptide sequence is AEQASQDVKNW. The MHC is HLA-A11:01 with pseudo-sequence HLA-A11:01. The binding affinity (normalized) is 0. (2) The MHC is HLA-B40:01 with pseudo-sequence HLA-B40:01. The peptide sequence is RELYYRLKF. The binding affinity (normalized) is 0.646. (3) The peptide sequence is YHDPETAAA. The MHC is HLA-B14:02 with pseudo-sequence HLA-B14:02. The binding affinity (normalized) is 0.213. (4) The peptide sequence is NPVPVGNIY. The MHC is HLA-A68:01 with pseudo-sequence HLA-A68:01. The binding affinity (normalized) is 0.379. (5) The peptide sequence is ETWILRHPGF. The MHC is HLA-A26:01 with pseudo-sequence HLA-A26:01. The binding affinity (normalized) is 0.331. (6) The peptide sequence is VSSWEEVPYL. The MHC is HLA-B57:01 with pseudo-sequence HLA-B57:01. The binding affinity (normalized) is 0.450.